Task: Binary Classification. Given a drug SMILES string, predict its activity (active/inactive) in a high-throughput screening assay against a specified biological target.. Dataset: Cav3 T-type calcium channel HTS with 100,875 compounds (1) The molecule is O(c1ncnc(N(CC)CC)c1)c1ccccc1. The result is 0 (inactive). (2) The compound is N1(CCN(CC1)Cc1n(nnn1)C(C)(C)C)C(c1ccccc1)c1ccccc1. The result is 1 (active). (3) The molecule is o1c(c(C(=O)NCCCN(CC)c2ccccc2)c(cc1=O)C)C. The result is 0 (inactive). (4) The result is 0 (inactive). The drug is Clc1ccc(Sc2ncc(c3ccccc3)cc2C#N)cc1. (5) The compound is ClC=1CC2C(CC1)C(=O)N(C2=O)c1ccc(OC)cc1. The result is 0 (inactive). (6) The compound is S(=O)(=O)(N)c1ccc(N2C(C(=C(O)C2=O)C(=O)C)c2ccc([N+]([O-])=O)cc2)cc1. The result is 0 (inactive). (7) The molecule is Clc1c(CNC(=O)c2oc(CS(=O)c3c(OC)cccc3)cc2)cccc1. The result is 0 (inactive). (8) The compound is S1(=O)(=O)N(C(C(C)C)COCC1)Cc1ccccc1. The result is 0 (inactive). (9) The result is 0 (inactive). The compound is S1(=O)(=O)N=c2scc(n2CC1)c1c(ccc(c1)C)C. (10) The drug is Clc1ccc(OC(C)(C)C(OCn2nnc3c(c2=O)cccc3)=O)cc1. The result is 0 (inactive).